From a dataset of Reaction yield outcomes from USPTO patents with 853,638 reactions. Predict the reaction yield, written as a fraction of the theoretical maximum amount of product (1.0 means a 100% yield; for example, 0.34 means a 34% yield). (1) The reactants are F[C:2]1[CH:24]=[CH:23][C:5]([CH2:6][N:7]2CCN(C3C=C(C=CN=3)C(OC)=O)C2=O)=[CH:4][CH:3]=1.[O:25]=[C:26]1[N:30]([CH2:31][C:32]2[CH:37]=[CH:36][N:35]=[CH:34][CH:33]=2)[CH2:29][CH2:28][N:27]1[C:38]1[CH:39]=[C:40]([CH:45]=[CH:46][N:47]=1)[C:41]([O:43]C)=O.C(N)C1C=CC=CC=1. No catalyst specified. The product is [CH2:6]([NH:7][C:41](=[O:43])[C:40]1[CH:45]=[CH:46][N:47]=[C:38]([N:27]2[CH2:28][CH2:29][N:30]([CH2:31][C:32]3[CH:33]=[CH:34][N:35]=[CH:36][CH:37]=3)[C:26]2=[O:25])[CH:39]=1)[C:5]1[CH:23]=[CH:24][CH:2]=[CH:3][CH:4]=1. The yield is 0.370. (2) The reactants are [F:1][C:2]1[CH:3]=[C:4]([C:8]2([CH2:14][CH2:15][N:16]3[C@H:21]4[CH2:22][CH2:23][C@@H:17]3[CH2:18][CH:19]([N:24]3[C:28]5[CH:29]=[CH:30][CH:31]=[CH:32][C:27]=5[N:26]=[C:25]3[CH3:33])[CH2:20]4)[CH2:13][CH2:12][NH:11][CH2:10][CH2:9]2)[CH:5]=[CH:6][CH:7]=1.[Cl:34][C:35]1[CH:43]=[C:42]([F:44])[C:41]([S:45]([NH:48][CH:49]2[CH2:51][CH2:50]2)(=[O:47])=[O:46])=[CH:40][C:36]=1[C:37](O)=[O:38].CN(C(ON1N=NC2C=CC=NC1=2)=[N+](C)C)C.F[P-](F)(F)(F)(F)F. No catalyst specified. The product is [Cl:34][C:35]1[C:36]([C:37]([N:11]2[CH2:10][CH2:9][C:8]([C:4]3[CH:5]=[CH:6][CH:7]=[C:2]([F:1])[CH:3]=3)([CH2:14][CH2:15][N:16]3[C@H:21]4[CH2:22][CH2:23][C@@H:17]3[CH2:18][CH:19]([N:24]3[C:28]5[CH:29]=[CH:30][CH:31]=[CH:32][C:27]=5[N:26]=[C:25]3[CH3:33])[CH2:20]4)[CH2:13][CH2:12]2)=[O:38])=[CH:40][C:41]([S:45]([NH:48][CH:49]2[CH2:51][CH2:50]2)(=[O:46])=[O:47])=[C:42]([F:44])[CH:43]=1. The yield is 0.430. (3) The reactants are [Si](OC[C@@H]1C=C(C(OC)=O)[C@H](O)CN1C(OC(C)(C)C)=O)(C(C)(C)C)(C)C.[C:28]([O:32][C:33]([N:35]([C@@H:45]([CH:49]=C)[CH2:46][O:47][CH3:48])[CH2:36][CH:37]([OH:44])[C:38](=C)[C:39]([O:41][CH3:42])=[O:40])=[O:34])([CH3:31])([CH3:30])[CH3:29]. No catalyst specified. The product is [OH:44][C@@H:37]1[CH2:36][N:35]([C:33]([O:32][C:28]([CH3:29])([CH3:30])[CH3:31])=[O:34])[C@H:45]([CH2:46][O:47][CH3:48])[CH:49]=[C:38]1[C:39]([O:41][CH3:42])=[O:40]. The yield is 0.400.